From a dataset of NCI-60 drug combinations with 297,098 pairs across 59 cell lines. Regression. Given two drug SMILES strings and cell line genomic features, predict the synergy score measuring deviation from expected non-interaction effect. (1) Cell line: SF-295. Synergy scores: CSS=-5.60, Synergy_ZIP=0.122, Synergy_Bliss=-6.42, Synergy_Loewe=-9.39, Synergy_HSA=-9.20. Drug 1: CC1=CC2C(CCC3(C2CCC3(C(=O)C)OC(=O)C)C)C4(C1=CC(=O)CC4)C. Drug 2: CN(C)C1=NC(=NC(=N1)N(C)C)N(C)C. (2) Drug 1: CC1C(C(=O)NC(C(=O)N2CCCC2C(=O)N(CC(=O)N(C(C(=O)O1)C(C)C)C)C)C(C)C)NC(=O)C3=C4C(=C(C=C3)C)OC5=C(C(=O)C(=C(C5=N4)C(=O)NC6C(OC(=O)C(N(C(=O)CN(C(=O)C7CCCN7C(=O)C(NC6=O)C(C)C)C)C)C(C)C)C)N)C. Drug 2: CC1CCCC2(C(O2)CC(NC(=O)CC(C(C(=O)C(C1O)C)(C)C)O)C(=CC3=CSC(=N3)C)C)C. Cell line: A549. Synergy scores: CSS=58.5, Synergy_ZIP=0.806, Synergy_Bliss=1.65, Synergy_Loewe=-10.1, Synergy_HSA=3.70. (3) Drug 1: CCC1=CC2CC(C3=C(CN(C2)C1)C4=CC=CC=C4N3)(C5=C(C=C6C(=C5)C78CCN9C7C(C=CC9)(C(C(C8N6C)(C(=O)OC)O)OC(=O)C)CC)OC)C(=O)OC.C(C(C(=O)O)O)(C(=O)O)O. Cell line: SF-295. Drug 2: C(CC(=O)O)C(=O)CN.Cl. Synergy scores: CSS=29.6, Synergy_ZIP=-13.4, Synergy_Bliss=-11.1, Synergy_Loewe=-11.0, Synergy_HSA=-8.09. (4) Drug 1: C1=C(C(=O)NC(=O)N1)F. Drug 2: COC1=C2C(=CC3=C1OC=C3)C=CC(=O)O2. Cell line: TK-10. Synergy scores: CSS=24.6, Synergy_ZIP=10.6, Synergy_Bliss=4.08, Synergy_Loewe=2.83, Synergy_HSA=5.61. (5) Drug 1: CN(CC1=CN=C2C(=N1)C(=NC(=N2)N)N)C3=CC=C(C=C3)C(=O)NC(CCC(=O)O)C(=O)O. Drug 2: B(C(CC(C)C)NC(=O)C(CC1=CC=CC=C1)NC(=O)C2=NC=CN=C2)(O)O. Cell line: HCT116. Synergy scores: CSS=69.5, Synergy_ZIP=-2.61, Synergy_Bliss=-5.91, Synergy_Loewe=-10.8, Synergy_HSA=-4.87. (6) Drug 1: CC(C)(C#N)C1=CC(=CC(=C1)CN2C=NC=N2)C(C)(C)C#N. Drug 2: CN(CC1=CN=C2C(=N1)C(=NC(=N2)N)N)C3=CC=C(C=C3)C(=O)NC(CCC(=O)O)C(=O)O. Cell line: HS 578T. Synergy scores: CSS=50.7, Synergy_ZIP=2.84, Synergy_Bliss=3.36, Synergy_Loewe=-21.2, Synergy_HSA=-1.04.